This data is from Orexin1 receptor HTS with 218,158 compounds and 233 confirmed actives. The task is: Binary Classification. Given a drug SMILES string, predict its activity (active/inactive) in a high-throughput screening assay against a specified biological target. (1) The compound is S(c1n(nnn1)Cc1cc2OCOc2cc1)CC(=O)Nc1cc(OC)cc(OC)c1. The result is 0 (inactive). (2) The molecule is S(C=1N(CCN1)C(=O)Cc1ccccc1)Cc1ccc([N+]([O-])=O)cc1. The result is 0 (inactive). (3) The molecule is S1(=O)(=O)CC(N(Cc2ccc(cc2)C)C(=O)c2sccc2)CC1. The result is 0 (inactive). (4) The molecule is S(CC(=O)NC1CCCC1)c1n(CCCOC)c(nn1)c1ccncc1. The result is 0 (inactive). (5) The molecule is O(C1CCOC1=O)C(=O)c1c2c(nc(c3c(cc(cc3)C)C)c1)cccc2. The result is 0 (inactive). (6) The drug is OC1C2C(O)(C(=O)C=3C1C(O)(c1c(C3O)c(O)ccc1)C)C(O)=C(C(=O)C2N(C)C)C(=O)N. The result is 0 (inactive). (7) The drug is O=C(N1CCC(n2nc(oc2=O)c2ccccc2)CC1)C1(CC1)c1ccc(cc1)C. The result is 0 (inactive). (8) The compound is Clc1c(nc(Cl)cc1)C(=O)Nc1c(ccc(c1)C)C. The result is 0 (inactive). (9) The drug is S(C=1NC2=C(C(C1C#N)c1occc1)C(=O)CCC2)CC(=O)Nc1ccc(cc1)C. The result is 0 (inactive). (10) The molecule is OC1=C/C(=c2\c3c(n([nH]c3C)c3ccccc3)nc(N)c2C#N)C=CC1=O. The result is 1 (active).